Predict the reactants needed to synthesize the given product. From a dataset of Full USPTO retrosynthesis dataset with 1.9M reactions from patents (1976-2016). The reactants are: F[C:2](F)(F)[C:3](O)=[O:4].[NH2:8][C@@H:9]1[C:15](=[O:16])[NH:14][C:13]2[CH:17]=[CH:18][C:19]([C:21]3[CH:26]=[CH:25][C:24]([C:27]([F:30])([F:29])[F:28])=[CH:23][CH:22]=3)=[CH:20][C:12]=2[O:11][CH2:10]1.C(N(CC)C(C)C)(C)C.C(Cl)(=O)C. Given the product [O:16]=[C:15]1[NH:14][C:13]2[CH:17]=[CH:18][C:19]([C:21]3[CH:22]=[CH:23][C:24]([C:27]([F:30])([F:29])[F:28])=[CH:25][CH:26]=3)=[CH:20][C:12]=2[O:11][CH2:10][C@@H:9]1[NH:8][C:3](=[O:4])[CH3:2], predict the reactants needed to synthesize it.